This data is from Reaction yield outcomes from USPTO patents with 853,638 reactions. The task is: Predict the reaction yield, written as a fraction of the theoretical maximum amount of product (1.0 means a 100% yield; for example, 0.34 means a 34% yield). The reactants are [F:1][C:2]1[CH:7]=[CH:6][C:5]([C:8]2[C:12]3[C:13](=[O:17])[NH:14][CH2:15][CH2:16][C:11]=3[NH:10][C:9]=2[CH:18]=O)=[CH:4][CH:3]=1.[F:20][C:21]1[CH:22]=[C:23]2[C:27](=[CH:28][C:29]=1[NH:30][C:31](=[O:35])[CH2:32][O:33][CH3:34])[NH:26][C:25](=[O:36])[CH2:24]2. No catalyst specified. The product is [F:20][C:21]1[CH:22]=[C:23]2[C:27](=[CH:28][C:29]=1[NH:30][C:31](=[O:35])[CH2:32][O:33][CH3:34])[NH:26][C:25](=[O:36])[C:24]2=[CH:18][C:9]1[NH:10][C:11]2[CH2:16][CH2:15][NH:14][C:13](=[O:17])[C:12]=2[C:8]=1[C:5]1[CH:6]=[CH:7][C:2]([F:1])=[CH:3][CH:4]=1. The yield is 0.544.